This data is from Kir2.1 potassium channel HTS with 301,493 compounds. The task is: Binary Classification. Given a drug SMILES string, predict its activity (active/inactive) in a high-throughput screening assay against a specified biological target. (1) The drug is O1c2cc(CN3CCN(CC3)C(=O)Nc3ccccc3)ccc2OC1. The result is 0 (inactive). (2) The molecule is Clc1ccc(NC(=O)C(OC(=O)c2cc[n+]([O-])cc2)C)nc1. The result is 0 (inactive). (3) The molecule is S(\N=C1\C(=CC(=O)C=C1C)C)c1ccc(OC)cc1. The result is 0 (inactive).